From a dataset of Forward reaction prediction with 1.9M reactions from USPTO patents (1976-2016). Predict the product of the given reaction. Given the reactants [CH:1]1([C:4]2[CH:9]=[C:8]([CH2:10][OH:11])[C:7]([O:12][CH2:13][O:14][CH3:15])=[CH:6][C:5]=2[C:16]2[CH:21]=[CH:20][C:19]([F:22])=[CH:18][CH:17]=2)[CH2:3][CH2:2]1.C(N(CC)CC)C.CS(C)=O.O, predict the reaction product. The product is: [CH:1]1([C:4]2[CH:9]=[C:8]([CH:10]=[O:11])[C:7]([O:12][CH2:13][O:14][CH3:15])=[CH:6][C:5]=2[C:16]2[CH:21]=[CH:20][C:19]([F:22])=[CH:18][CH:17]=2)[CH2:3][CH2:2]1.